Dataset: Reaction yield outcomes from USPTO patents with 853,638 reactions. Task: Predict the reaction yield, written as a fraction of the theoretical maximum amount of product (1.0 means a 100% yield; for example, 0.34 means a 34% yield). The reactants are [OH-].[K+].[CH3:3][C@@H:4]1[CH2:8][CH2:7][C:6](=O)[CH:5]1[C:10]([O:12]CC)=O.[NH2:15][C:16]([NH2:18])=[S:17]. The catalyst is O.C(O)C. The product is [SH:17][C:16]1[N:15]=[C:10]([OH:12])[C:5]2[C@H:4]([CH3:3])[CH2:8][CH2:7][C:6]=2[N:18]=1. The yield is 0.560.